Task: Predict the reaction yield, written as a fraction of the theoretical maximum amount of product (1.0 means a 100% yield; for example, 0.34 means a 34% yield).. Dataset: Reaction yield outcomes from USPTO patents with 853,638 reactions (1) The reactants are [Cl-].[CH3:2][C:3]1[S:4][CH:5]=[CH:6][C:7]=1[C:8]([O-:10])=O.C1COCC1.[CH3:16][NH2:17]. The catalyst is C(OCC)(=O)C. The product is [CH3:16][NH:17][C:8]([C:7]1[CH:6]=[CH:5][S:4][C:3]=1[CH3:2])=[O:10]. The yield is 0.718. (2) The yield is 0.450. The reactants are [Br:1][C:2]1[CH:3]=[C:4]([C:8]2([CH2:12]C(O)=O)[CH2:11][O:10][CH2:9]2)[CH:5]=[CH:6][CH:7]=1.C([N:18]([CH2:21]C)CC)C.C1(P(N=[N+]=[N-])(C2C=CC=CC=2)=[O:30])C=CC=CC=1.[C:40]([OH:44])([CH3:43])([CH3:42])[CH3:41]. No catalyst specified. The product is [Br:1][C:2]1[CH:3]=[C:4]([C:8]2([CH2:12][NH:18][C:21](=[O:30])[O:44][C:40]([CH3:43])([CH3:42])[CH3:41])[CH2:9][O:10][CH2:11]2)[CH:5]=[CH:6][CH:7]=1.